This data is from Experimentally validated miRNA-target interactions with 360,000+ pairs, plus equal number of negative samples. The task is: Binary Classification. Given a miRNA mature sequence and a target amino acid sequence, predict their likelihood of interaction. (1) The miRNA is hsa-miR-3973 with sequence ACAAAGUACAGCAUUAGCCUUAG. The protein sequence of the target gene is MNSLSEANTKFMFDLFQQFRKSKENNIFYSPISITSALGMVLLGAKDNTAQQISKVLHFDQVTENTTEKAATYHVDRSGNVHHQFQKLLTEFNKSTDAYELKIANKLFGEKTYQFLQEYLDAIKKFYQTSVESTDFANAPEESRKKINSWVESQTNEKIKNLFPDGTIGNDTTLVLVNAIYFKGQWENKFKKENTKEEKFWPNKNTYKSVQMMRQYNSFNFALLEDVQAKVLEIPYKGKDLSMIVLLPNEIDGLQKLEEKLTAEKLMEWTSLQNMRETCVDLHLPRFKMEESYDLKDTLR.... Result: 0 (no interaction). (2) The miRNA is hsa-miR-335-5p with sequence UCAAGAGCAAUAACGAAAAAUGU. The protein sequence of the target gene is MARMSFVIAACQLVLGLLMTSLTESSIQNSECPQLCVCEIRPWFTPQSTYREATTVDCNDLRLTRIPSNLSSDTQVLLLQSNNIAKTVDELQQLFNLTELDFSQNNFTNIKEVGLANLTQLTTLHLEENQITEMTDYCLQDLSNLQELYINHNQISTISAHAFAGLKNLLRLHLNSNKLKVIDSRWFDSTPNLEILMIGENPVIGILDMNFKPLANLRSLVLAGMYLTDIPGNALVGLDSLESLSFYDNKLVKVPQLALQKVPNLKFLDLNKNPIHKIQEGDFKNMLRLKELGINNMGEL.... Result: 1 (interaction). (3) The miRNA is cel-miR-784-5p with sequence UGGCACAAUCUGCGUACGUAGA. The protein sequence of the target gene is MRLEWAPLLLLLLLLSASCLSLAADSPAAAPAQDKTRQPQAAAAAAEPDQPQGEETRERGHLQPLAGQRRSGGLVQNIDQLYSGGGKVGYLVYAGGRRFLLDLERDDTVGAAGSIVTAGGGLSASSGHRGHCFYRGTVDGSPRSLAVFDLCGGLDGFFAVKHARYTLKPLLRGSWAEYERIYGDGSSRILHVYNREGFSFEALPPRASCETPASPSGPQESPSVHSRSRRRSALAPQLLDHSAFSPSGNAGPQTWWRRRRRSISRARQVELLLVADSSMARMYGRGLQHYLLTLASIANR.... Result: 0 (no interaction). (4) The miRNA is hsa-miR-548c-3p with sequence CAAAAAUCUCAAUUACUUUUGC. The protein sequence of the target gene is MRGPGHPLLLGLLLVLGAAGRGRGGAEPREPADGQALLRLVVELVQELRKHHSAEHKGLQLLGRDCALGRAEAAGLGPSPEQRVEIVPRDLRMKDKFLKHLTGPLYFSPKCSKHFHRLYHNTRDCTIPAYYKRCARLLTRLAVSPVCMEDKQ. Result: 0 (no interaction). (5) The miRNA is hsa-miR-623 with sequence AUCCCUUGCAGGGGCUGUUGGGU. The protein sequence of the target gene is MPRRAGSGQLPLPRGWEEARDYDGKVFYIDHNTRRTSWIDPRDRLTKPLSFADCVGDELPWGWEAGFDPQIGVYYIDHINKTTQIEDPRKQWRGEQEKMLKDYLSVAQDALRTQKELYHVKEQRLALALDEYVRLNDAYKEKSSSHTSLFSGSSSSTKYDPDILKAEISTTRLRVKKLKRELSQMKQELLYKEQGFETLQQIDKKMSGGQSGYELSEAKAILTELKSIRKAISSGEKEKQDLMQSLAKLQERFHLDQNIGRSEPDLRCSPVNSHLCLSRQTLDAGSQTSISGDIGVRSRS.... Result: 1 (interaction). (6) The miRNA is hsa-miR-6844 with sequence UUCUUUGUUUUUAAUUCACAG. The protein sequence of the target gene is MEPAAALHFSLPASLLLLLLLLLLSLCALVSAQFTVVGPANPILAMVGENTTLRCHLSPEKNAEDMEVRWFRSQFSPAVFVYKGGRERTEEQMEEYRGRITFVSKDINRGSVALVIHNVTAQENGIYRCYFQEGRSYDEAILRLVVAGLGSKPLIEIKAQEDGSIWLECISGGWYPEPLTVWRDPYGEVVPALKEVSIADADGLFMVTTAVIIRDKYVRNVSCSVNNTLLGQEKETVIFIPESFMPSASPWMVALAVILTASPWMVSMTVILAVFIIFMAVSICCIKKLQREKKILSGEK.... Result: 0 (no interaction). (7) The miRNA is mmu-miR-717 with sequence CUCAGACAGAGAUACCUUCUCU. The protein sequence of the target gene is MLAVVGAAALVLVAGAPWVLPSAAGGENLKPPENIDVYIIDDNYTLKWSSHGESMGSVTFSAEYRTKDEAKWLKVPECQHTTTTKCEFSLLDTNVYIKTQFRVRAEEGNSTSSWNEVDPFIPFYTAHMSPPEVRLEAEDKAILVHISPPGQDGNMWALEKPSFSYTIRIWQKSSSDKKTINSTYYVEKIPELLPETTYCLEVKAIHPSLKKHSNYSTVQCISTTVANKMPVPGNLQVDAQGKSYVLKWDYIASADVLFRAQWLPGYSKSSSGSRSDKWKPIPTCANVQTTHCVFSQDTVY.... Result: 1 (interaction). (8) The miRNA is hsa-miR-521 with sequence AACGCACUUCCCUUUAGAGUGU. The protein sequence of the target gene is MLGFLSARQTGLEDPLRLRRAESTRRVLGLELNKDRDVERIHGGGINTLDIEPVEGRYMLSGGSDGVIVLYDLENSSRQSYYTCKAVCSIGRDHPDVHRYSVETVQWYPHDTGMFTSSSFDKTLKVWDTNTLQTADVFNFEETVYSHHMSPVSTKHCLVAVGTRGPKVQLCDLKSGSCSHILQGHRQEILAVSWSPRYDYILATASADSRVKLWDVRRASGCLITLDQHNGKKSQAVESANTAHNGKVNGLCFTSDGLHLLTVGTDNRMRLWNSSNGENTLVNYGKVCNNSKKGLKFTVS.... Result: 1 (interaction). (9) The miRNA is hsa-miR-4701-3p with sequence AUGGGUGAUGGGUGUGGUGU. The protein sequence of the target gene is MSSAAEPPPPPPPESAPSKPAASIASGGSNSSNKGGPEGVAAQAVASAASAGPADAEMEEIFDDASPGKQKEIQEPDPTYEEKMQTDRANRFEYLLKQTELFAHFIQPAAQKTPTSPLKMKPGRPRIKKDEKQNLLSVGDYRHRRTEQEEDEELLTESSKATNVCTRFEDSPSYVKWGKLRDYQVRGLNWLISLYENGINGILADEMGLGKTLQTISLLGYMKHYRNIPGPHMVLVPKSTLHNWMSEFKRWVPTLRSVCLIGDKEQRAAFVRDVLLPGEWDVCVTSYEMLIKEKSVFKKF.... Result: 1 (interaction).